This data is from CYP3A4 inhibition data for predicting drug metabolism from PubChem BioAssay. The task is: Regression/Classification. Given a drug SMILES string, predict its absorption, distribution, metabolism, or excretion properties. Task type varies by dataset: regression for continuous measurements (e.g., permeability, clearance, half-life) or binary classification for categorical outcomes (e.g., BBB penetration, CYP inhibition). Dataset: cyp3a4_veith. (1) The molecule is COc1ccccc1CNC(=O)CCN1C(=O)COc2ccc(C)cc21. The result is 1 (inhibitor). (2) The drug is O=[N+]([O-])c1ccc2nccn2c1. The result is 0 (non-inhibitor). (3) The molecule is CC(C)(C)C(=O)Nc1ccc2c(c1)-c1cc(NC(=O)C(C)(C)C)ccc1C2. The result is 0 (non-inhibitor). (4) The molecule is Cc1cccc(CNc2cc(-c3ccccc3CN(C)C)ncn2)c1. The result is 1 (inhibitor). (5) The compound is Br.COC(=O)Cn1c(=N)n(CCN2CCCCC2)c2ccccc21. The result is 0 (non-inhibitor). (6) The molecule is COC(=O)[C@@]1(Cc2ccc(F)cc2)[C@H]2c3cc(C(=O)N4CCCC4)n(Cc4ccc(OC(F)(F)F)cc4)c3C[C@H]2CN1C(=O)c1ccccc1. The result is 1 (inhibitor). (7) The compound is Cc1cc2nc(C)n(CCCN)c2cc1C.Cl. The result is 0 (non-inhibitor). (8) The molecule is CCCC1c2c(ccc3ccccc23)Oc2ccc3ccccc3c21. The result is 0 (non-inhibitor). (9) The molecule is O=c1nc(-c2ccccc2)cc(C(F)(F)F)[nH]1. The result is 0 (non-inhibitor). (10) The compound is COc1ccc(Br)c2c1C[C@H](C(=O)O)CC2. The result is 0 (non-inhibitor).